From a dataset of Peptide-MHC class II binding affinity with 134,281 pairs from IEDB. Regression. Given a peptide amino acid sequence and an MHC pseudo amino acid sequence, predict their binding affinity value. This is MHC class II binding data. (1) The peptide sequence is NEMKINRQILDNA. The MHC is HLA-DQA10101-DQB10501 with pseudo-sequence HLA-DQA10101-DQB10501. The binding affinity (normalized) is 0.0770. (2) The peptide sequence is ATFIVDPDNTIQHVSVNNLN. The MHC is DRB1_1502 with pseudo-sequence DRB1_1502. The binding affinity (normalized) is 0.345. (3) The binding affinity (normalized) is 0.287. The peptide sequence is AFILDGDNLFPKV. The MHC is DRB1_0405 with pseudo-sequence DRB1_0405. (4) The peptide sequence is YKYVKQNTLKLATHHHHHH. The MHC is DRB3_0301 with pseudo-sequence DRB3_0301. The binding affinity (normalized) is 0.797. (5) The peptide sequence is KFFSENDWFSCMKMI. The MHC is DRB1_0101 with pseudo-sequence DRB1_0101. The binding affinity (normalized) is 0.0235. (6) The peptide sequence is LRKAFDAFDREKSGS. The MHC is HLA-DQA10401-DQB10402 with pseudo-sequence HLA-DQA10401-DQB10402. The binding affinity (normalized) is 0.423.